Predict the product of the given reaction. From a dataset of Forward reaction prediction with 1.9M reactions from USPTO patents (1976-2016). (1) Given the reactants S(OC)(O[CH3:5])(=O)=O.[C:8]1([N:14]2[C:22](=[O:23])[C:21]3[C@@H:20]4[C:24]([CH3:26])([CH3:25])[C@@:17]([CH3:27])([CH2:18][CH2:19]4)[C:16]=3[NH:15]2)[CH:13]=[CH:12][CH:11]=[CH:10][CH:9]=1, predict the reaction product. The product is: [CH3:5][N:15]1[C:16]2[C@@:17]3([CH3:27])[C:24]([CH3:26])([CH3:25])[C@H:20]([CH2:19][CH2:18]3)[C:21]=2[C:22](=[O:23])[N:14]1[C:8]1[CH:9]=[CH:10][CH:11]=[CH:12][CH:13]=1.[CH3:5][O:23][C:22]1[N:14]([C:8]2[CH:9]=[CH:10][CH:11]=[CH:12][CH:13]=2)[N:15]=[C:16]2[C:21]=1[C@@H:20]1[C:24]([CH3:26])([CH3:25])[C@@:17]2([CH3:27])[CH2:18][CH2:19]1. (2) Given the reactants FC(F)(F)C(O)=O.[CH3:8][C@@H:9]1[CH2:13][CH2:12][CH2:11][N:10]1[CH2:14][CH2:15][C:16]1[CH:21]=[CH:20][C:19]([C:22]2[CH:27]=[CH:26][C:25]([C:28]3([C:33]([NH:35][CH2:36][CH2:37][CH2:38][C:39]([O:41]C(C)(C)C)=[O:40])=[O:34])[CH2:32][CH2:31][CH2:30][CH2:29]3)=[CH:24][CH:23]=2)=[CH:18][CH:17]=1.Cl.O1CCOCC1, predict the reaction product. The product is: [CH3:8][C@@H:9]1[CH2:13][CH2:12][CH2:11][N:10]1[CH2:14][CH2:15][C:16]1[CH:17]=[CH:18][C:19]([C:22]2[CH:27]=[CH:26][C:25]([C:28]3([C:33]([NH:35][CH2:36][CH2:37][CH2:38][C:39]([OH:41])=[O:40])=[O:34])[CH2:29][CH2:30][CH2:31][CH2:32]3)=[CH:24][CH:23]=2)=[CH:20][CH:21]=1. (3) Given the reactants CO[CH:3](OC)[N:4]([CH3:6])[CH3:5].[Cl:9][C:10]1[N:17]=[C:16]([Cl:18])[CH:15]=[C:14]([CH3:19])[C:11]=1[C:12]#[N:13], predict the reaction product. The product is: [Cl:9][C:10]1[N:17]=[C:16]([Cl:18])[CH:15]=[C:14](/[CH:19]=[CH:3]/[N:4]([CH3:6])[CH3:5])[C:11]=1[C:12]#[N:13].